From a dataset of HIV replication inhibition screening data with 41,000+ compounds from the AIDS Antiviral Screen. Binary Classification. Given a drug SMILES string, predict its activity (active/inactive) in a high-throughput screening assay against a specified biological target. (1) The drug is COc1cnc(NS(=O)(=O)c2ccc(N)cc2)nc1. The result is 0 (inactive). (2) The drug is Cl.N=C(N)NN=Cc1c(-c2ccc(Cl)cc2)nc2n1CCS2. The result is 0 (inactive). (3) The compound is CN(C)Cc1cc(C(=O)C=Cc2ccc(O)cc2)cc(CN(C)C)c1O.Cl. The result is 0 (inactive). (4) The compound is COc1ccc2c(c1)OCC1Cc3cc4c(cc3OC21)OCO4. The result is 0 (inactive).